Dataset: Peptide-MHC class I binding affinity with 185,985 pairs from IEDB/IMGT. Task: Regression. Given a peptide amino acid sequence and an MHC pseudo amino acid sequence, predict their binding affinity value. This is MHC class I binding data. (1) The peptide sequence is ISDPLTSGL. The MHC is HLA-B46:01 with pseudo-sequence HLA-B46:01. The binding affinity (normalized) is 0.0847. (2) The peptide sequence is RQSSGSSSSGF. The MHC is HLA-B58:01 with pseudo-sequence HLA-B58:01. The binding affinity (normalized) is 0.0847. (3) The MHC is HLA-A69:01 with pseudo-sequence HLA-A69:01. The binding affinity (normalized) is 0.0847. The peptide sequence is DIAEHGAYY. (4) The peptide sequence is TPKFTRMVV. The MHC is HLA-B51:01 with pseudo-sequence HLA-B51:01. The binding affinity (normalized) is 0.0847. (5) The peptide sequence is IVYVPEPM. The MHC is H-2-Db with pseudo-sequence H-2-Db. The binding affinity (normalized) is 0.137.